The task is: Predict the reactants needed to synthesize the given product.. This data is from Full USPTO retrosynthesis dataset with 1.9M reactions from patents (1976-2016). Given the product [F:1][C:2]1[CH:3]=[C:4]2[C:8](=[CH:9][CH:10]=1)[N:7]([CH2:11][C:12]1[C:21]3[C:16](=[CH:17][CH:18]=[CH:19][CH:20]=3)[CH:15]=[CH:14][CH:13]=1)[C:6]([C:22]([OH:23])=[O:27])=[C:5]2[CH2:25][C:24]([N:28]1[CH2:31][CH:30]([OH:32])[CH2:29]1)=[O:26], predict the reactants needed to synthesize it. The reactants are: [F:1][C:2]1[CH:3]=[C:4]2[C:8](=[CH:9][CH:10]=1)[N:7]([CH2:11][C:12]1[C:21]3[C:16](=[CH:17][CH:18]=[CH:19][CH:20]=3)[CH:15]=[CH:14][CH:13]=1)[C:6]1[C:22](=[O:27])[O:23][C:24](=[O:26])[CH2:25][C:5]2=1.[NH:28]1[CH2:31][CH:30]([OH:32])[CH2:29]1.